This data is from Forward reaction prediction with 1.9M reactions from USPTO patents (1976-2016). The task is: Predict the product of the given reaction. Given the reactants [Cl:1][C:2]1[N:10]=[C:9]2[C:5]([N:6]=[CH:7][N:8]2C2CCCCO2)=[C:4]([N:17]2[CH2:22][CH2:21][O:20][CH2:19][CH2:18]2)[N:3]=1.[Li]CCCC.[CH3:28][C:29]([CH3:31])=[O:30], predict the reaction product. The product is: [Cl:1][C:2]1[N:10]=[C:9]2[C:5]([N:6]=[C:7]([C:29]([OH:30])([CH3:31])[CH3:28])[NH:8]2)=[C:4]([N:17]2[CH2:18][CH2:19][O:20][CH2:21][CH2:22]2)[N:3]=1.